From a dataset of Rat liver microsome stability data. Regression/Classification. Given a drug SMILES string, predict its absorption, distribution, metabolism, or excretion properties. Task type varies by dataset: regression for continuous measurements (e.g., permeability, clearance, half-life) or binary classification for categorical outcomes (e.g., BBB penetration, CYP inhibition). Dataset: rlm. (1) The drug is COc1ccc2[nH]c(S(=O)(=O)NCc3ccc(-c4ccc(OC(F)(F)F)cc4)cc3F)cc2c1. The result is 1 (stable in rat liver microsomes). (2) The drug is Cc1c(Nc2c(C#N)cncc2C=Cc2ccc(S(=O)(=O)N(C)C)cc2)ccc2[nH]ccc12. The result is 1 (stable in rat liver microsomes). (3) The compound is COc1ccc(C(=O)c2sc(Nc3cccc(Cl)c3)nc2N)cc1. The result is 1 (stable in rat liver microsomes). (4) The molecule is N#CCC(c1ccccc1)c1c(-c2ccccc2)[nH]c2cc(Cl)ccc12. The result is 1 (stable in rat liver microsomes). (5) The drug is CC(C)COC(=O)Nc1ccc(-c2cnc3c(-c4cccc(N5CCN(C(=O)CN)CC5)c4)cnn3c2N)cc1. The result is 0 (unstable in rat liver microsomes). (6) The molecule is NC(=O)c1cccc([C@H]2C[C@H]3CC[C@@H](C2)N3CCN(CC2CCC(F)(F)CC2)C(=O)CO)c1. The result is 0 (unstable in rat liver microsomes). (7) The compound is COc1ccc(CCNc2ncc(C)n(CC(=O)NCCON=C(N)N)c2=O)cc1. The result is 1 (stable in rat liver microsomes).